Dataset: Reaction yield outcomes from USPTO patents with 853,638 reactions. Task: Predict the reaction yield, written as a fraction of the theoretical maximum amount of product (1.0 means a 100% yield; for example, 0.34 means a 34% yield). (1) The reactants are [N:1]1([CH2:7][CH2:8][CH2:9][O-:10])[CH2:6][CH2:5][CH2:4][CH2:3][CH2:2]1.[Na+].S(O[CH2:17][CH2:18][CH2:19][C:20]1[CH:25]=[CH:24][C:23]([Cl:26])=[CH:22][CH:21]=1)(=O)(=O)C.C1OCCOCCOCCOCCOC1. The catalyst is C1(C)C=CC=CC=1. The product is [Cl:26][C:23]1[CH:24]=[CH:25][C:20]([CH2:19][CH2:18][CH2:17][O:10][CH2:9][CH2:8][CH2:7][N:1]2[CH2:6][CH2:5][CH2:4][CH2:3][CH2:2]2)=[CH:21][CH:22]=1. The yield is 0.750. (2) The reactants are [CH3:1][C:2]1[CH:7]=[CH:6][C:5]([S:8]([C:11]2[CH:12]=[N:13][C:14]3[C:19]([C:20]=2O)=[CH:18][CH:17]=[CH:16][CH:15]=3)(=[O:10])=[O:9])=[CH:4][CH:3]=1.O(Cl)[Cl:23].[P+5]. No catalyst specified. The product is [Cl:23][C:20]1[C:19]2[C:14](=[CH:15][CH:16]=[CH:17][CH:18]=2)[N:13]=[CH:12][C:11]=1[S:8]([C:5]1[CH:6]=[CH:7][C:2]([CH3:1])=[CH:3][CH:4]=1)(=[O:10])=[O:9]. The yield is 0.900. (3) The catalyst is O1CCCC1. The yield is 0.220. The product is [F:26][C:27]1[CH:28]=[C:29]([N:40]2[CH2:44][C@H:43]([CH2:45][NH:46][C:47](=[O:49])[CH3:48])[O:42][C:41]2=[O:50])[CH:30]=[CH:31][C:32]=1[N:33]1[CH2:38][CH2:20][C:19](=[C:8]([C:17]#[N:18])[CH2:7][C:6]([O:5][CH2:3][CH3:4])=[O:25])[CH2:35][CH2:34]1. The reactants are [H-].[Na+].[CH2:3]([O:5][C:6](=[O:25])[C:7](CC)(CC)[C:8]([CH2:19][CH3:20])([C:17]#[N:18])P(OCC)(OCC)=O)[CH3:4].[F:26][C:27]1[CH:28]=[C:29]([N:40]2[CH2:44][C@H:43]([CH2:45][NH:46][C:47](=[O:49])[CH3:48])[O:42][C:41]2=[O:50])[CH:30]=[CH:31][C:32]=1[N:33]1[CH2:38]CC(=O)[CH2:35][CH2:34]1.O.